From a dataset of Reaction yield outcomes from USPTO patents with 853,638 reactions. Predict the reaction yield, written as a fraction of the theoretical maximum amount of product (1.0 means a 100% yield; for example, 0.34 means a 34% yield). (1) The reactants are CC[N:3]([CH:7](C)C)C(C)C.[Cl:10][C:11]1[CH:12]=[N:13][C:14]2[C:19]([N:20]=1)=[CH:18][C:17]([C:21](Cl)=[O:22])=[CH:16][CH:15]=2.ClC1C=NC2C(=CC=C([C:35](Cl)=[O:36])C=2)N=1. The catalyst is C(Cl)Cl. The product is [Cl:10][C:11]1[CH:12]=[N:13][C:14]2[C:19]([N:20]=1)=[CH:18][C:17]([C:21]([N:3]([O:36][CH3:35])[CH3:7])=[O:22])=[CH:16][CH:15]=2. The yield is 0.243. (2) The reactants are [CH3:1][O:2][C:3]1[CH:12]=[C:11]2[C:6]([C:7]([S:13][C:14]3[CH:19]=[CH:18][CH:17]=[CH:16][CH:15]=3)=[CH:8][CH:9]=[N:10]2)=[CH:5][CH:4]=1.C1C=C(Cl)C=C(C(OO)=[O:28])C=1.C([O-])(O)=O.[Na+]. The catalyst is ClCCl. The product is [CH3:1][O:2][C:3]1[CH:12]=[C:11]2[C:6]([C:7]([S:13]([C:14]3[CH:15]=[CH:16][CH:17]=[CH:18][CH:19]=3)=[O:28])=[CH:8][CH:9]=[N:10]2)=[CH:5][CH:4]=1. The yield is 0.937. (3) The reactants are Cl.[Cl:2][CH2:3][CH2:4][CH2:5][N:6]1[CH2:11][CH2:10][CH2:9][CH2:8][CH2:7]1.C(=O)([O-])[O-].[K+].[K+].[OH-].[Na+].C(OCC)C. The catalyst is O. The product is [Cl:2][CH2:3][CH2:4][CH2:5][N:6]1[CH2:11][CH2:10][CH2:9][CH2:8][CH2:7]1. The yield is 0.944.